This data is from Catalyst prediction with 721,799 reactions and 888 catalyst types from USPTO. The task is: Predict which catalyst facilitates the given reaction. (1) Reactant: Cl[C:2]1[CH:11]=[C:10]([CH2:12][O:13][CH3:14])[C:9]2[C:4](=[CH:5][C:6]([Cl:15])=[CH:7][CH:8]=2)[N:3]=1.[CH2:16]([O:18][C:19]1[CH:20]=[C:21]([CH:30]=[CH:31][C:32]=1[O:33][CH3:34])[CH2:22][N:23]1[CH2:28][CH2:27][CH:26]([NH2:29])[CH2:25][CH2:24]1)[CH3:17]. Product: [Cl:15][C:6]1[CH:5]=[C:4]2[C:9]([C:10]([CH2:12][O:13][CH3:14])=[CH:11][C:2]([NH:29][CH:26]3[CH2:27][CH2:28][N:23]([CH2:22][C:21]4[CH:30]=[CH:31][C:32]([O:33][CH3:34])=[C:19]([O:18][CH2:16][CH3:17])[CH:20]=4)[CH2:24][CH2:25]3)=[N:3]2)=[CH:8][CH:7]=1. The catalyst class is: 37. (2) Reactant: [OH-].[Na+].[Cl:3][C:4]1[CH:12]=[CH:11][C:10]2[NH:9][C:8]3[CH2:13][CH2:14][N:15]([CH3:18])[CH2:16][CH2:17][C:7]=3[C:6]=2[CH:5]=1.Br[CH2:20][CH2:21][C:22]1[CH:27]=[CH:26][C:25]([CH3:28])=[CH:24][CH:23]=1. Product: [Cl:3][C:4]1[CH:12]=[CH:11][C:10]2[N:9]([CH2:20][CH2:21][C:22]3[CH:27]=[CH:26][C:25]([CH3:28])=[CH:24][CH:23]=3)[C:8]3[CH2:13][CH2:14][N:15]([CH3:18])[CH2:16][CH2:17][C:7]=3[C:6]=2[CH:5]=1. The catalyst class is: 6.